This data is from Full USPTO retrosynthesis dataset with 1.9M reactions from patents (1976-2016). The task is: Predict the reactants needed to synthesize the given product. (1) Given the product [Br:1][C:2]1[C:11]([CH:12]([CH2:17][N:20]2[CH2:21][CH2:22][CH:23]([NH:26][C:27]([O:28][C:29]([CH3:32])([CH3:31])[CH3:30])=[O:33])[CH2:24][CH2:25]2)[C:13]([O:15][CH3:16])=[O:14])=[C:10]2[C:5]([CH:6]=[CH:7][C:8]([O:18][CH3:19])=[N:9]2)=[CH:4][CH:3]=1, predict the reactants needed to synthesize it. The reactants are: [Br:1][C:2]1[C:11]([C:12](=[CH2:17])[C:13]([O:15][CH3:16])=[O:14])=[C:10]2[C:5]([CH:6]=[CH:7][C:8]([O:18][CH3:19])=[N:9]2)=[CH:4][CH:3]=1.[NH:20]1[CH2:25][CH2:24][CH:23]([NH:26][C:27](=[O:33])[O:28][C:29]([CH3:32])([CH3:31])[CH3:30])[CH2:22][CH2:21]1. (2) Given the product [CH3:19][C@H:11]([O:10][C:8](=[O:9])[NH:7][C@H:3]1[C:4](=[O:6])[O:5][C@H:2]1[CH3:20])[CH2:12][CH2:13][CH2:14][CH2:15][CH2:16][CH2:17][CH3:18], predict the reactants needed to synthesize it. The reactants are: O[C@@H:2]([CH3:20])[C@@H:3]([NH:7][C:8]([O:10][C@@H:11]([CH3:19])[CH2:12][CH2:13][CH2:14][CH2:15][CH2:16][CH2:17][CH3:18])=[O:9])[C:4]([OH:6])=[O:5].CCN(CC)CC.CN(C(ON1N=NC2C=CC=CC1=2)=[N+](C)C)C.[B-](F)(F)(F)F. (3) Given the product [CH3:47][Si:44]([CH3:46])([CH3:45])[CH2:43][CH2:42][O:41][CH2:40][N:7]([CH2:6][O:5][CH2:4][CH2:3][Si:2]([CH3:1])([CH3:48])[CH3:49])[C:8]1[N:13]2[N:14]=[CH:15][C:16]([C:17]3[CH:18]=[N:19][C:20]4[C:25]([CH:26]=3)=[CH:24][CH:23]=[CH:22][CH:21]=4)=[C:12]2[N:11]=[C:10]([CH:27]2[CH2:32][CH2:31][CH2:30][N:29]([C:33]([O:35][C:36]([CH3:39])([CH3:38])[CH3:37])=[O:34])[CH2:28]2)[C:9]=1[Br:57], predict the reactants needed to synthesize it. The reactants are: [CH3:1][Si:2]([CH3:49])([CH3:48])[CH2:3][CH2:4][O:5][CH2:6][N:7]([CH2:40][O:41][CH2:42][CH2:43][Si:44]([CH3:47])([CH3:46])[CH3:45])[C:8]1[N:13]2[N:14]=[CH:15][C:16]([C:17]3[CH:18]=[N:19][C:20]4[C:25]([CH:26]=3)=[CH:24][CH:23]=[CH:22][CH:21]=4)=[C:12]2[N:11]=[C:10]([CH:27]2[CH2:32][CH2:31][CH2:30][N:29]([C:33]([O:35][C:36]([CH3:39])([CH3:38])[CH3:37])=[O:34])[CH2:28]2)[CH:9]=1.C1C(=O)N([Br:57])C(=O)C1. (4) Given the product [Cl:1][C:2]1[CH:10]=[CH:9][C:8]2[N:7]([CH2:34][C:35]([NH:37][C:38]3[CH:43]=[CH:42][CH:41]=[CH:40][CH:39]=3)=[O:36])[C:6]3[CH2:11][CH2:12][N:13]([CH3:16])[CH2:14][CH2:15][C:5]=3[C:4]=2[CH:3]=1, predict the reactants needed to synthesize it. The reactants are: [Cl:1][C:2]1[CH:10]=[CH:9][C:8]2[NH:7][C:6]3[CH2:11][CH2:12][N:13]([CH3:16])[CH2:14][CH2:15][C:5]=3[C:4]=2[CH:3]=1.N1CCC[C@H]1C(O)=O.[O-]P([O-])([O-])=O.[K+].[K+].[K+].Cl[CH2:34][C:35]([NH:37][C:38]1[CH:43]=[CH:42][CH:41]=[CH:40][CH:39]=1)=[O:36]. (5) Given the product [Br:1][C:2]1[CH:3]=[C:4]([C:11]([O:13][CH3:14])=[O:12])[C:5]2[CH:6]=[N:7][N:8]([CH:22]([CH3:24])[CH3:23])[C:9]=2[CH:10]=1, predict the reactants needed to synthesize it. The reactants are: [Br:1][C:2]1[CH:3]=[C:4]([C:11]([O:13][CH3:14])=[O:12])[C:5]2[CH:6]=[N:7][NH:8][C:9]=2[CH:10]=1.C(=O)([O-])[O-].[Cs+].[Cs+].I[CH:22]([CH3:24])[CH3:23]. (6) Given the product [CH2:17]([O:11][C:10](=[O:12])[CH2:9][CH:8]([C:5]1[CH:6]=[CH:7][C:2]([Cl:1])=[CH:3][CH:4]=1)[CH2:13][C:14]([OH:16])=[O:15])[CH3:18], predict the reactants needed to synthesize it. The reactants are: [Cl:1][C:2]1[CH:7]=[CH:6][C:5]([CH:8]([CH2:13][C:14]([OH:16])=[O:15])[CH2:9][C:10]([OH:12])=[O:11])=[CH:4][CH:3]=1.[C:17](OC(=O)C)(=O)[CH3:18].C(N(CC)CC)C.